From a dataset of Buchwald-Hartwig C-N cross coupling reaction yields with 55,370 reactions. Predict the reaction yield, written as a fraction of the theoretical maximum amount of product (1.0 means a 100% yield; for example, 0.34 means a 34% yield). The reactants are COc1ccc(Cl)cc1.Cc1ccc(N)cc1.O=S(=O)(O[Pd]1c2ccccc2-c2ccccc2N~1)C(F)(F)F.COc1ccc(OC)c(P([C@]23C[C@H]4C[C@H](C[C@H](C4)C2)C3)[C@]23C[C@H]4C[C@H](C[C@H](C4)C2)C3)c1-c1c(C(C)C)cc(C(C)C)cc1C(C)C.CN(C)C(=NC(C)(C)C)N(C)C.CCOC(=O)c1ccon1. No catalyst specified. The product is COc1ccc(Nc2ccc(C)cc2)cc1. The yield is 0.00407.